Dataset: Forward reaction prediction with 1.9M reactions from USPTO patents (1976-2016). Task: Predict the product of the given reaction. (1) Given the reactants C(NC(C)C)(C)C.C([Li])CCC.[Si:13]([O:30][CH2:31][C:32]1[C:37]([N:38]2[CH2:43][C@H:42]([CH3:44])[O:41][C@H:40]([CH3:45])[CH2:39]2)=[CH:36][C:35]([F:46])=[CH:34][N:33]=1)([C:26]([CH3:29])([CH3:28])[CH3:27])([C:20]1[CH:25]=[CH:24][CH:23]=[CH:22][CH:21]=1)[C:14]1[CH:19]=[CH:18][CH:17]=[CH:16][CH:15]=1.[Cl:47]C(Cl)(Cl)C(Cl)(Cl)Cl, predict the reaction product. The product is: [Si:13]([O:30][CH2:31][C:32]1[C:37]([N:38]2[CH2:39][C@H:40]([CH3:45])[O:41][C@H:42]([CH3:44])[CH2:43]2)=[C:36]([Cl:47])[C:35]([F:46])=[CH:34][N:33]=1)([C:26]([CH3:27])([CH3:29])[CH3:28])([C:14]1[CH:15]=[CH:16][CH:17]=[CH:18][CH:19]=1)[C:20]1[CH:25]=[CH:24][CH:23]=[CH:22][CH:21]=1. (2) The product is: [OH:8][CH2:9][CH2:10][CH2:11][CH2:12][NH:13][C:14]([NH:16][C:17]1[CH:18]=[CH:19][C:20]2[C:21]([N:32]=1)=[N:22][C:23]([C:26]1[CH:31]=[CH:30][CH:29]=[CH:28][CH:27]=1)=[CH:24][N:25]=2)=[O:15]. Given the reactants [Si]([O:8][CH2:9][CH2:10][CH2:11][CH2:12][NH:13][C:14]([NH:16][C:17]1[CH:18]=[CH:19][C:20]2[C:21]([N:32]=1)=[N:22][C:23]([C:26]1[CH:31]=[CH:30][CH:29]=[CH:28][CH:27]=1)=[CH:24][N:25]=2)=[O:15])(C(C)(C)C)(C)C.Cl, predict the reaction product. (3) Given the reactants [Cl:1][C:2]1[CH:3]=[CH:4][C:5]([O:8][C:9]2[CH:14]=[CH:13][C:12]([CH2:15][CH2:16][CH:17]=[O:18])=[CH:11][CH:10]=2)=[N:6][CH:7]=1.[CH3:19][CH:20]1[NH:24][C:23](=[O:25])[NH:22][C:21]1=[O:26], predict the reaction product. The product is: [Cl:1][C:2]1[CH:3]=[CH:4][C:5]([O:8][C:9]2[CH:14]=[CH:13][C:12]([CH2:15][CH2:16][CH:17]([C:20]3([CH3:19])[NH:24][C:23](=[O:25])[NH:22][C:21]3=[O:26])[OH:18])=[CH:11][CH:10]=2)=[N:6][CH:7]=1. (4) Given the reactants [N+](OCC(CO[N+]([O-])=O)(CO[N+]([O-])=O)CO[N+]([O-])=O)([O-])=O.[CH:22]1[CH:27]=[N+:26]([C@@H]2O[C@H](COP(OP(OC[C@H]3O[C@@H](N4C5N=CN=C(N)C=5N=C4)[C@H](OP(O)(O)=O)[C@@H]3O)(O)=O)(O)=O)[C@@H](O)[C@H]2O)[CH:25]=[C:24]([C:67](N)=O)[CH:23]=1.C(=C([CH2:75][C:76]([OH:78])=[O:77])[C:75](=O)[C:76]([OH:78])=[O:77])C(C)C.CC1[N+](CC2C(N)=NC(C)=NC=2)=CSC=1CCOP(OP(O)(O)=O)(O)=O.C(N)(C)C.C(=O)(O)[O-].[Na+].C[C@H](NC1C([N+]([O-])=O)=CC([N+]([O-])=O)=C(F)C=1)C(N)=O, predict the reaction product. The product is: [CH3:67][CH:24]([CH2:23][C@H:22]([CH2:27][NH2:26])[CH2:75][C:76]([OH:78])=[O:77])[CH3:25]. (5) Given the reactants B(F)(F)F.CCOCC.[C:10]([O:20][CH2:21][CH3:22])([O:17][CH2:18][CH3:19])([O:14][CH2:15][CH3:16])OCC.C([Li])CCC.[CH3:28][Si:29]([C:32]#[CH:33])([CH3:31])[CH3:30].F[B-](F)(F)F.C(O[C+](OCC)OCC)C.C(=O)([O-])[O-].[K+].[K+], predict the reaction product. The product is: [CH3:28][Si:29]([CH3:31])([CH3:30])[C:32]#[C:33][C:10]([O:14][CH2:15][CH3:16])([O:17][CH2:18][CH3:19])[O:20][CH2:21][CH3:22].